The task is: Predict the product of the given reaction.. This data is from Forward reaction prediction with 1.9M reactions from USPTO patents (1976-2016). (1) Given the reactants [F:1][C@H:2]1[C@@H:7]([O:8][C:9]2[CH:16]=[CH:15][C:14]([C:17]3[N:22]=[C:21]([NH:23][C:24]4[CH:29]=[CH:28][C:27]([N:30]5[CH2:35][CH2:34][N:33]([CH:36]6[CH2:41][CH2:40][O:39][CH2:38][CH2:37]6)[CH2:32][CH2:31]5)=[CH:26][CH:25]=4)[N:20]=[CH:19][N:18]=3)=[CH:13][C:10]=2[C:11]#[N:12])[CH2:6][CH2:5][NH:4][CH2:3]1.C(N(CC)C(C)C)(C)C.CN(C(ON1N=NC2C=CC=NC1=2)=[N+](C)C)C.F[P-](F)(F)(F)(F)F.[OH:75][C@@H:76]([CH3:80])[C:77](O)=[O:78], predict the reaction product. The product is: [F:1][C@H:2]1[C@@H:7]([O:8][C:9]2[CH:16]=[CH:15][C:14]([C:17]3[N:22]=[C:21]([NH:23][C:24]4[CH:29]=[CH:28][C:27]([N:30]5[CH2:31][CH2:32][N:33]([CH:36]6[CH2:41][CH2:40][O:39][CH2:38][CH2:37]6)[CH2:34][CH2:35]5)=[CH:26][CH:25]=4)[N:20]=[CH:19][N:18]=3)=[CH:13][C:10]=2[C:11]#[N:12])[CH2:6][CH2:5][N:4]([C:77](=[O:78])[C@@H:76]([OH:75])[CH3:80])[CH2:3]1. (2) Given the reactants [CH3:1]OC(OC)N(C)C.[CH:9]([N:22]1[CH2:25][C:24]([NH:29][CH2:30][C:31]2[CH:36]=[CH:35][CH:34]=[CH:33][CH:32]=2)([C:26]([NH2:28])=[O:27])[CH2:23]1)([C:16]1[CH:21]=[CH:20][CH:19]=[CH:18][CH:17]=1)[C:10]1[CH:15]=[CH:14][CH:13]=[CH:12][CH:11]=1, predict the reaction product. The product is: [CH:9]([N:22]1[CH2:23][C:24]2([C:26](=[O:27])[N:28]=[CH:1][N:29]2[CH2:30][C:31]2[CH:36]=[CH:35][CH:34]=[CH:33][CH:32]=2)[CH2:25]1)([C:10]1[CH:15]=[CH:14][CH:13]=[CH:12][CH:11]=1)[C:16]1[CH:17]=[CH:18][CH:19]=[CH:20][CH:21]=1. (3) Given the reactants [CH3:1][O:2][C:3]([C:5]([CH3:19])([CH3:18])[CH2:6][CH:7]=[CH:8][C:9]1[CH:17]=[CH:16][C:12]([C:13]([OH:15])=[O:14])=[CH:11][CH:10]=1)=[O:4].C(N(CC)CC)C, predict the reaction product. The product is: [CH3:1][O:2][C:3]([C:5]([CH3:19])([CH3:18])[CH2:6][CH2:7][CH2:8][C:9]1[CH:10]=[CH:11][C:12]([C:13]([OH:15])=[O:14])=[CH:16][CH:17]=1)=[O:4]. (4) The product is: [CH3:21][O:20][C:13]1[CH:12]=[C:11]([CH:16]=[CH:15][C:14]=1[N+:17]([O-:19])=[O:18])[O:6][CH2:5][CH2:4][CH2:3][N:2]([CH3:7])[CH3:1]. Given the reactants [CH3:1][N:2]([CH3:7])[CH2:3][CH2:4][CH2:5][OH:6].[OH-].[K+].F[C:11]1[CH:16]=[CH:15][C:14]([N+:17]([O-:19])=[O:18])=[C:13]([O:20][CH3:21])[CH:12]=1, predict the reaction product. (5) Given the reactants [CH3:1][C:2]1[CH:7]=[C:6]([CH3:8])[CH:5]=[CH:4][C:3]=1[C@H:9]([C:11]1[CH:16]=[CH:15][CH:14]=[CH:13][CH:12]=1)[NH2:10].[CH:17]([C:19]1[CH:20]=[C:21]([CH2:26][C:27](OCC)=[O:28])[CH:22]=[CH:23][C:24]=1[OH:25])=O.Br[CH2:33][C:34]([C:36]1[CH:41]=[CH:40][C:39]([Cl:42])=[CH:38][CH:37]=1)=[O:35].C(OCC#N)(C)C.CC1C=C(C)C=CC=1C(N)COC(C)C, predict the reaction product. The product is: [Cl:42][C:39]1[CH:40]=[CH:41][C:36]([C:34]([C:33]2[O:25][C:24]3[CH:23]=[CH:22][C:21]([CH2:26][C:27]([NH:10][C@H:9]([C:3]4[CH:4]=[CH:5][C:6]([CH3:8])=[CH:7][C:2]=4[CH3:1])[C:11]4[CH:16]=[CH:15][CH:14]=[CH:13][CH:12]=4)=[O:28])=[CH:20][C:19]=3[CH:17]=2)=[O:35])=[CH:37][CH:38]=1. (6) Given the reactants Br[C:2]1[CH:3]=[C:4]([CH:19]=[CH:20][C:21]=1[N:22]1[CH2:26][CH2:25][C@@H:24]([OH:27])[CH2:23]1)[C:5]([NH:7][C:8]1[CH:13]=[CH:12][C:11]([O:14][C:15]([F:18])([F:17])[F:16])=[CH:10][CH:9]=1)=[O:6].[N:28]1[CH:33]=[C:32](B(O)O)[CH:31]=[N:30][CH:29]=1.C([O-])([O-])=O.[Na+].[Na+].COCCOC, predict the reaction product. The product is: [OH:27][C@@H:24]1[CH2:25][CH2:26][N:22]([C:21]2[CH:20]=[CH:19][C:4]([C:5]([NH:7][C:8]3[CH:13]=[CH:12][C:11]([O:14][C:15]([F:18])([F:17])[F:16])=[CH:10][CH:9]=3)=[O:6])=[CH:3][C:2]=2[C:32]2[CH:33]=[N:28][CH:29]=[N:30][CH:31]=2)[CH2:23]1. (7) Given the reactants [CH3:1][N:2]1[CH2:7][CH2:6][N:5]([C:8]2[N:13]=[CH:12][C:11]([C:14]3[C:22]4[C:17](=[CH:18][C:19]([CH:23]=O)=[CH:20][CH:21]=4)[NH:16][N:15]=3)=[CH:10][N:9]=2)[CH2:4][CH2:3]1.[CH3:25][O:26][C:27]1[CH:28]=[C:29]2[C:33](=[CH:34][CH:35]=1)[NH:32][C:31](=[O:36])[CH2:30]2.N1CCCCC1, predict the reaction product. The product is: [CH3:25][O:26][C:27]1[CH:28]=[C:29]2[C:33](=[CH:34][CH:35]=1)[NH:32][C:31](=[O:36])/[C:30]/2=[CH:23]/[C:19]1[CH:18]=[C:17]2[C:22]([C:14]([C:11]3[CH:12]=[N:13][C:8]([N:5]4[CH2:4][CH2:3][N:2]([CH3:1])[CH2:7][CH2:6]4)=[N:9][CH:10]=3)=[N:15][NH:16]2)=[CH:21][CH:20]=1.